This data is from Full USPTO retrosynthesis dataset with 1.9M reactions from patents (1976-2016). The task is: Predict the reactants needed to synthesize the given product. (1) Given the product [O:1]1[C:5]2([CH2:10][CH2:9][CH:8]([C:11]3([OH:15])[CH2:17][CH:14]=[CH:13][CH2:12]3)[CH2:7][CH2:6]2)[O:4][CH2:3][CH2:2]1, predict the reactants needed to synthesize it. The reactants are: [O:1]1[C:5]2([CH2:10][CH2:9][CH:8]([CH:11]([OH:15])[CH2:12][CH:13]=[CH2:14])[CH2:7][CH2:6]2)[O:4][CH2:3][CH2:2]1.N1CC[CH2:17]1. (2) Given the product [O:1]([C:8]1[CH:9]=[CH:10][C:11]([N:14]2[CH2:15][C:16](=[O:18])[N:25]([C:19]3[CH:24]=[CH:23][CH:22]=[CH:21][CH:20]=3)[C:26]2=[S:27])=[CH:12][CH:13]=1)[C:2]1[CH:3]=[CH:4][CH:5]=[CH:6][CH:7]=1, predict the reactants needed to synthesize it. The reactants are: [O:1]([C:8]1[CH:13]=[CH:12][C:11]([NH:14][CH2:15][C:16]([OH:18])=O)=[CH:10][CH:9]=1)[C:2]1[CH:7]=[CH:6][CH:5]=[CH:4][CH:3]=1.[C:19]1([N:25]=[C:26]=[S:27])[CH:24]=[CH:23][CH:22]=[CH:21][CH:20]=1. (3) Given the product [CH3:12][O:13][C:14]1[CH:15]=[C:16]([NH:20][C:2]2[CH:3]=[C:4]([OH:11])[CH:5]=[CH:6][C:7]=2[N+:8]([O-:10])=[O:9])[CH:17]=[CH:18][CH:19]=1, predict the reactants needed to synthesize it. The reactants are: F[C:2]1[CH:3]=[C:4]([OH:11])[CH:5]=[CH:6][C:7]=1[N+:8]([O-:10])=[O:9].[CH3:12][O:13][C:14]1[CH:19]=[CH:18][CH:17]=[C:16]([NH2:20])[CH:15]=1. (4) The reactants are: [N:1]([C@H:4]([C@H:26]1[O:30][C:29](=[O:31])[C@H:28]([CH:32]([CH3:34])[CH3:33])[CH2:27]1)[CH2:5][C@H:6]([CH:10]([OH:25])[C:11]1[CH:16]=[C:15]([O:17][CH2:18][CH2:19][CH2:20][O:21][CH3:22])[CH:14]=[C:13]([O:23][CH3:24])[CH:12]=1)[CH:7]([CH3:9])[CH3:8])=[N+:2]=[N-:3].N1C=CC=CC=1.[C:41](O[C:41](=[O:45])[CH:42]([CH3:44])[CH3:43])(=[O:45])[CH:42]([CH3:44])[CH3:43]. Given the product [N:1]([C@H:4]([C@@H:26]1[CH2:27][C@@H:28]([CH:32]([CH3:34])[CH3:33])[C:29](=[O:31])[O:30]1)[CH2:5][CH:6]([CH:7]([CH3:8])[CH3:9])[C@H:10]([O:25][C:41](=[O:45])[CH:42]([CH3:44])[CH3:43])[C:11]1[CH:16]=[C:15]([O:17][CH2:18][CH2:19][CH2:20][O:21][CH3:22])[CH:14]=[C:13]([O:23][CH3:24])[CH:12]=1)=[N+:2]=[N-:3], predict the reactants needed to synthesize it. (5) The reactants are: [CH2:1]([O:3][C:4](=[O:16])[C@@H:5]([O:14][CH3:15])[CH2:6][C:7]1[CH:12]=[CH:11][C:10]([OH:13])=[CH:9][CH:8]=1)[CH3:2].C(=O)([O-])[O-].[K+].[K+].S([O-])([O-])(=O)=O.[Mg+2].[CH2:29](Br)[CH2:30][Br:31]. Given the product [CH2:1]([O:3][C:4](=[O:16])[C@@H:5]([O:14][CH3:15])[CH2:6][C:7]1[CH:8]=[CH:9][C:10]([O:13][CH2:29][CH2:30][Br:31])=[CH:11][CH:12]=1)[CH3:2], predict the reactants needed to synthesize it. (6) Given the product [CH3:62][N:63]1[CH:67]=[C:66]([CH2:68][O:39][C:36]2[C:35]3[CH:40]=[C:31]([C:28]4[CH:29]=[CH:30][C:25]([O:24][C:23]([F:22])([F:41])[F:42])=[CH:26][CH:27]=4)[CH:32]=[CH:33][C:34]=3[O:38][N:37]=2)[N:65]=[CH:64]1, predict the reactants needed to synthesize it. The reactants are: CC(OC(/N=N/C(OC(C)C)=O)=O)C.C1(C)C=CC=CC=1.[F:22][C:23]([F:42])([F:41])[O:24][C:25]1[CH:30]=[CH:29][C:28]([C:31]2[CH:32]=[CH:33][C:34]3[O:38][N:37]=[C:36]([OH:39])[C:35]=3[CH:40]=2)=[CH:27][CH:26]=1.C1(P(C2C=CC=CC=2)C2C=CC=CC=2)C=CC=CC=1.[CH3:62][N:63]1[CH:67]=[C:66]([CH2:68]O)[N:65]=[CH:64]1. (7) Given the product [CH2:21]([O:23][C:24](=[O:35])[CH2:25][C:8]([C:3]1[C:2]([Cl:1])=[N:7][CH:6]=[CH:5][N:4]=1)=[O:10])[CH3:22], predict the reactants needed to synthesize it. The reactants are: [Cl:1][C:2]1[C:3]([C:8]([OH:10])=O)=[N:4][CH:5]=[CH:6][N:7]=1.C(O)(=O)CC(O)=O.C([K])C.[CH2:21]([O:23][C:24](=[O:35])[CH2:25]C(C1C(F)=CC=CN=1)=O)[CH3:22].